From a dataset of Catalyst prediction with 721,799 reactions and 888 catalyst types from USPTO. Predict which catalyst facilitates the given reaction. (1) Reactant: [CH3:1][O:2][C:3]1[CH:8]=[CH:7][C:6]([C:9]([C:27]2[CH:32]=[CH:31][C:30]([O:33][CH3:34])=[CH:29][CH:28]=2)([C:21]2[CH:26]=[CH:25][CH:24]=[CH:23][CH:22]=2)[O:10][CH2:11][C:12]2[CH:13]=[C:14]([CH2:19][OH:20])[CH:15]=[C:16](Br)[CH:17]=2)=[CH:5][CH:4]=1.C(O[C:36]1[CH:41]=[C:40](B(O)O)[CH:39]=[CH:38][CH:37]=1)[C:36]1[CH:41]=[CH:40][CH:39]=[CH:38][CH:37]=1.C([O-])([O-])=O.[Na+].[Na+]. Product: [CH3:1][O:2][C:3]1[CH:8]=[CH:7][C:6]([C:9]([C:27]2[CH:32]=[CH:31][C:30]([O:33][CH3:34])=[CH:29][CH:28]=2)([C:21]2[CH:26]=[CH:25][CH:24]=[CH:23][CH:22]=2)[O:10][CH2:11][C:12]2[CH:13]=[C:14]([CH2:19][OH:20])[CH:15]=[C:16]([C:36]3[CH:41]=[CH:40][CH:39]=[CH:38][CH:37]=3)[CH:17]=2)=[CH:5][CH:4]=1. The catalyst class is: 77. (2) Reactant: [S:1]1[C:5]2[CH:6]=[CH:7][C:8]([CH2:10][CH2:11][O:12][CH2:13][CH2:14][CH2:15][N:16]3[CH2:19][CH:18]([OH:20])[CH2:17]3)=[CH:9][C:4]=2[CH:3]=[CH:2]1.C(O)(C)C.[N+:25]([O-])([OH:27])=[O:26]. Product: [N+:25]([O:20][CH:18]1[CH2:19][N:16]([CH2:15][CH2:14][CH2:13][O:12][CH2:11][CH2:10][C:8]2[CH:7]=[CH:6][C:5]3[S:1][CH:2]=[CH:3][C:4]=3[CH:9]=2)[CH2:17]1)([O-:27])=[O:26]. The catalyst class is: 13.